Dataset: Forward reaction prediction with 1.9M reactions from USPTO patents (1976-2016). Task: Predict the product of the given reaction. (1) Given the reactants [CH2:1]([O:5][C:6]1[C:11]([CH2:12][N:13]2[CH2:30][CH2:29][C:16]3([CH2:21][CH2:20][N:19]([C:22](OC(C)(C)C)=[O:23])[CH2:18][CH2:17]3)[CH2:15][CH2:14]2)=[CH:10][CH:9]=[CH:8][N:7]=1)[CH:2]([CH3:4])[CH3:3].FC(F)(F)C(O)=O.C(N(C(C)C)CC)(C)C.[Cl:47][C:48]1[CH:56]=[CH:55][C:51](C(Cl)=O)=[CH:50][CH:49]=1, predict the reaction product. The product is: [ClH:47].[ClH:47].[Cl:47][C:48]1[CH:56]=[CH:55][C:51]([C:22]([N:19]2[CH2:20][CH2:21][C:16]3([CH2:29][CH2:30][N:13]([CH2:12][C:11]4[C:6]([O:5][CH2:1][CH:2]([CH3:4])[CH3:3])=[N:7][CH:8]=[CH:9][CH:10]=4)[CH2:14][CH2:15]3)[CH2:17][CH2:18]2)=[O:23])=[CH:50][CH:49]=1. (2) Given the reactants [CH:1]1([S:4]([C:7]2[CH:12]=[CH:11][C:10]([CH:13]([C:21]3[NH:25][C:24]([C:26]4[CH:31]=[CH:30][CH:29]=[CH:28][N:27]=4)=[CH:23][CH:22]=3)[CH2:14][CH:15]3[CH2:20][CH2:19][O:18][CH2:17][CH2:16]3)=[CH:9][CH:8]=2)(=[O:6])=[O:5])[CH2:3][CH2:2]1.[Cl:32]N1C(=O)CCC1=O, predict the reaction product. The product is: [Cl:32][C:22]1[CH:23]=[C:24]([C:26]2[CH:31]=[CH:30][CH:29]=[CH:28][N:27]=2)[NH:25][C:21]=1[CH:13]([C:10]1[CH:9]=[CH:8][C:7]([S:4]([CH:1]2[CH2:2][CH2:3]2)(=[O:6])=[O:5])=[CH:12][CH:11]=1)[CH2:14][CH:15]1[CH2:20][CH2:19][O:18][CH2:17][CH2:16]1. (3) Given the reactants [Br:1][C:2]1[N:6]2[CH:7]=[C:8]([C:15]3[CH:19]=[CH:18][O:17][CH:16]=3)[CH:9]=[C:10]([C:11]([F:14])([F:13])[F:12])[C:5]2=[N:4][C:3]=1C(N1CCC(C2C=CC(F)=CC=2)C1)=O.BrC1N2C=C(Br)C=C(C(F)(F)F)C2=NC=1[C:49](O)=[O:50].[F:52][C:53]1[CH:58]=[CH:57][CH:56]=[CH:55][C:54]=1[CH:59]1[CH2:63][CH2:62][NH:61][CH2:60]1.O1C=CC(B(O)O)=C1, predict the reaction product. The product is: [Br:1][C:2]1[N:6]2[CH:7]=[C:8]([C:15]3[CH:19]=[CH:18][O:17][CH:16]=3)[CH:9]=[C:10]([C:11]([F:14])([F:12])[F:13])[C:5]2=[N:4][C:3]=1[CH:60]1[CH:59]([C:54]2[CH:55]=[CH:56][CH:57]=[CH:58][C:53]=2[F:52])[CH2:63][CH2:62][N:61]1[CH:49]=[O:50]. (4) The product is: [F:20][C:17]([F:18])([F:19])[CH2:16][O:15][C:7]1[CH:6]=[C:5]([C:4](=[O:21])[CH3:23])[CH:10]=[CH:9][C:8]=1[C:11]([F:12])([F:13])[F:14]. Given the reactants CON(C)[C:4](=[O:21])[C:5]1[CH:10]=[CH:9][C:8]([C:11]([F:14])([F:13])[F:12])=[C:7]([O:15][CH2:16][C:17]([F:20])([F:19])[F:18])[CH:6]=1.[CH3:23][Mg]Br.Cl, predict the reaction product. (5) Given the reactants [H-].[Na+].[CH2:3]([OH:11])[CH2:4][C:5]1[CH:10]=[CH:9][CH:8]=[CH:7][CH:6]=1.[C:12]([O:16][C:17](=[O:35])[NH:18][CH:19]1[CH2:24][CH2:23][N:22]([S:25]([C:28]2[CH:29]=[N:30][C:31](Cl)=[CH:32][CH:33]=2)(=[O:27])=[O:26])[CH2:21][CH2:20]1)([CH3:15])([CH3:14])[CH3:13], predict the reaction product. The product is: [C:12]([O:16][C:17](=[O:35])[NH:18][CH:19]1[CH2:20][CH2:21][N:22]([S:25]([C:28]2[CH:29]=[N:30][C:31]([O:11][CH2:3][CH2:4][C:5]3[CH:10]=[CH:9][CH:8]=[CH:7][CH:6]=3)=[CH:32][CH:33]=2)(=[O:27])=[O:26])[CH2:23][CH2:24]1)([CH3:15])([CH3:13])[CH3:14].